This data is from Reaction yield outcomes from USPTO patents with 853,638 reactions. The task is: Predict the reaction yield, written as a fraction of the theoretical maximum amount of product (1.0 means a 100% yield; for example, 0.34 means a 34% yield). (1) The reactants are S(Cl)(Cl)=O.[Cl:5][C:6]1[CH:11]=[CH:10][C:9]([S:12]([CH:15]([C:25]2[CH:30]=[C:29]([F:31])[CH:28]=[CH:27][C:26]=2[F:32])[C:16]2[N:21]=[CH:20][C:19]([C:22]([OH:24])=O)=[CH:18][CH:17]=2)(=[O:14])=[O:13])=[CH:8][CH:7]=1.CN1CCOCC1.[CH3:40][CH:41]1[CH2:46][CH2:45][CH:44]([NH2:47])[CH2:43][CH2:42]1. The catalyst is CN(C)C=O.ClCCl.C(OCC)(=O)C.CCCCCC. The product is [Cl:5][C:6]1[CH:11]=[CH:10][C:9]([S:12]([CH:15]([C:25]2[CH:30]=[C:29]([F:31])[CH:28]=[CH:27][C:26]=2[F:32])[C:16]2[CH:17]=[CH:18][C:19]([C:22]([NH:47][CH:44]3[CH2:45][CH2:46][CH:41]([CH3:40])[CH2:42][CH2:43]3)=[O:24])=[CH:20][N:21]=2)(=[O:14])=[O:13])=[CH:8][CH:7]=1. The yield is 0.570. (2) The reactants are [CH3:1][N:2]1[C:7](=[O:8])[C:6]([NH:9][C:10]2[CH:15]=[CH:14][C:13]([N:16]3[CH2:21][CH2:20][N:19]([CH:22]4[CH2:25][O:24][CH2:23]4)[CH2:18][CH2:17]3)=[CH:12][N:11]=2)=[CH:5][C:4]([C:26]2[CH:33]=[N:32][CH:31]=[C:30]([N:34]3[CH:46]=[CH:45][N:37]4[C:38]5[CH2:39][CH2:40][CH2:41][CH2:42][C:43]=5[CH:44]=[C:36]4[C:35]3=[O:47])[C:27]=2[CH:28]=[O:29])=[CH:3]1.[BH4-].[Na+]. The catalyst is CO. The product is [OH:29][CH2:28][C:27]1[C:26]([C:4]2[CH:5]=[C:6]([NH:9][C:10]3[CH:15]=[CH:14][C:13]([N:16]4[CH2:17][CH2:18][N:19]([CH:22]5[CH2:25][O:24][CH2:23]5)[CH2:20][CH2:21]4)=[CH:12][N:11]=3)[C:7](=[O:8])[N:2]([CH3:1])[CH:3]=2)=[CH:33][N:32]=[CH:31][C:30]=1[N:34]1[CH:46]=[CH:45][N:37]2[C:38]3[CH2:39][CH2:40][CH2:41][CH2:42][C:43]=3[CH:44]=[C:36]2[C:35]1=[O:47]. The yield is 0.370. (3) The reactants are F[C:2]([CH3:9])([CH3:8])[C:3](=O)[CH2:4][C:5]#[N:6].Cl.[C:11]1([NH:17][NH2:18])[CH:16]=[CH:15][CH:14]=[CH:13][CH:12]=1.[CH3:19][CH2:20][OH:21]. No catalyst specified. The product is [CH2:20]([O:21][C:2]([C:3]1[CH:4]=[C:5]([NH2:6])[N:17]([C:11]2[CH:16]=[CH:15][CH:14]=[CH:13][CH:12]=2)[N:18]=1)([CH3:9])[CH3:8])[CH3:19]. The yield is 0.240. (4) The reactants are [CH3:1][O:2][C:3]1[CH:4]=[C:5]2[C:10](=[CH:11][C:12]=1[O:13][CH3:14])[N:9]=[CH:8][CH:7]=[C:6]2[O:15][C:16]1[CH:22]=[CH:21][C:19]([NH2:20])=[CH:18][CH:17]=1.Cl[C:24](Cl)([O:26][C:27](=[O:33])OC(Cl)(Cl)Cl)Cl.[CH:35]1(CO)[CH2:41][CH2:40][CH2:39][CH2:38][CH2:37][CH2:36]1.C(=O)(O)[O-].[Na+]. The catalyst is C(Cl)Cl.C(N(CC)CC)C.C1(C)C=CC=CC=1. The product is [CH3:1][O:2][C:3]1[CH:4]=[C:5]2[C:10](=[CH:11][C:12]=1[O:13][CH3:14])[N:9]=[CH:8][CH:7]=[C:6]2[O:15][C:16]1[CH:22]=[CH:21][C:19]([NH:20][C:27](=[O:33])[O:26][CH2:24][CH:35]2[CH2:41][CH2:40][CH2:39][CH2:38][CH2:37][CH2:36]2)=[CH:18][CH:17]=1. The yield is 0.770. (5) The reactants are [Br:1][C:2]1(O)[CH:7]=[CH:6][CH:5]=[CH:4][NH:3]1.[H-].[Na+].CC1C=CC(S([O:21][CH2:22][C@@H:23]2[CH2:27][CH2:26][CH2:25][N:24]2[S:28]([C:31]2[CH:39]=[CH:38][C:37]3[N:36]4[CH2:40][C:41]([CH3:45])([CH3:44])[CH2:42][N:43]=[C:35]4[C:34]4(OCCC[O:46]4)[C:33]=3[CH:32]=2)(=[O:30])=[O:29])(=O)=O)=CC=1. The catalyst is CN(C=O)C. The product is [Br:1][C:2]1[C:7]([O:21][CH2:22][C@@H:23]2[CH2:27][CH2:26][CH2:25][N:24]2[S:28]([C:31]2[CH:39]=[CH:38][C:37]3[N:36]4[CH2:40][C:41]([CH3:44])([CH3:45])[CH2:42][N:43]=[C:35]4[C:34](=[O:46])[C:33]=3[CH:32]=2)(=[O:29])=[O:30])=[CH:6][CH:5]=[CH:4][N:3]=1. The yield is 0.560. (6) The reactants are Cl[C:2]1[N:11]=[C:10]([C:12]([O:14][CH2:15][CH3:16])=[O:13])[C:9]2[C:4](=[C:5]([F:17])[CH:6]=[CH:7][CH:8]=2)[N:3]=1.[Br:18][C:19]1[CH:20]=[C:21](B(O)O)[CH:22]=[CH:23][CH:24]=1. No catalyst specified. The product is [Br:18][C:19]1[CH:24]=[C:23]([C:2]2[N:11]=[C:10]([C:12]([O:14][CH2:15][CH3:16])=[O:13])[C:9]3[C:4](=[C:5]([F:17])[CH:6]=[CH:7][CH:8]=3)[N:3]=2)[CH:22]=[CH:21][CH:20]=1. The yield is 0.480. (7) The reactants are [F:1][C:2]1[CH:10]=[C:9]([N+:11]([O-:13])=[O:12])[C:8](F)=[CH:7][C:3]=1[C:4]([OH:6])=[O:5].[OH-:15].[K+].[CH3:17]O. No catalyst specified. The product is [F:1][C:2]1[CH:10]=[C:9]([N+:11]([O-:13])=[O:12])[C:8]([O:15][CH3:17])=[CH:7][C:3]=1[C:4]([OH:6])=[O:5]. The yield is 0.810. (8) The catalyst is C(OCC)(=O)C.O.[Pt](=O)=O. The reactants are [C:1]([O:5][C:6]([N:8]1[C@@H:12]([C:13]#[C:14][CH:15]([C:18]2[CH:23]=[CH:22][C:21]([Cl:24])=[CH:20][CH:19]=2)[O:16][CH3:17])[CH2:11][O:10][C:9]1([CH3:26])[CH3:25])=[O:7])([CH3:4])([CH3:3])[CH3:2]. The product is [C:1]([O:5][C:6]([N:8]1[C@@H:12]([CH2:13][CH2:14][CH:15]([C:18]2[CH:19]=[CH:20][C:21]([Cl:24])=[CH:22][CH:23]=2)[O:16][CH3:17])[CH2:11][O:10][C:9]1([CH3:26])[CH3:25])=[O:7])([CH3:4])([CH3:2])[CH3:3]. The yield is 0.620.